From a dataset of Peptide-MHC class I binding affinity with 185,985 pairs from IEDB/IMGT. Regression. Given a peptide amino acid sequence and an MHC pseudo amino acid sequence, predict their binding affinity value. This is MHC class I binding data. (1) The peptide sequence is KACDLAMCY. The MHC is HLA-A02:16 with pseudo-sequence HLA-A02:16. The binding affinity (normalized) is 0.0847. (2) The peptide sequence is RPMREVRFL. The MHC is HLA-A24:02 with pseudo-sequence HLA-A24:02. The binding affinity (normalized) is 0.